Task: Predict the product of the given reaction.. Dataset: Forward reaction prediction with 1.9M reactions from USPTO patents (1976-2016) Given the reactants [CH3:1][C@H:2]1[N:15]2[C:6]([CH2:7][O:8][C:9]3[C:14]2=[CH:13][C:12](B2OC(C)(C)C(C)(C)O2)=[CH:11][CH:10]=3)=[N:5][NH:4][C:3]1=[O:25].[C:26]([O:30][C:31]([N:33]1[CH2:36][C:35]([CH3:47])([C:37](OS(C(F)(F)F)(=O)=O)=[CH2:38])[CH2:34]1)=[O:32])([CH3:29])([CH3:28])[CH3:27].C([O-])([O-])=O.[Na+].[Na+], predict the reaction product. The product is: [C:26]([O:30][C:31]([N:33]1[CH2:36][C:35]([CH3:47])([C:37]([C:12]2[CH:13]=[C:14]3[C:9](=[CH:10][CH:11]=2)[O:8][CH2:7][C:6]2[N:15]3[C@H:2]([CH3:1])[C:3](=[O:25])[NH:4][N:5]=2)=[CH2:38])[CH2:34]1)=[O:32])([CH3:29])([CH3:28])[CH3:27].